Predict the product of the given reaction. From a dataset of Forward reaction prediction with 1.9M reactions from USPTO patents (1976-2016). The product is: [CH2:35]([N:42]([CH3:46])[CH2:43][CH2:44][O:27][CH2:26][CH:16]1[CH2:15][N:14]2[C:13]3[CH:12]=[C:11]([C:28]([OH:30])=[O:29])[CH:10]=[CH:9][C:8]=3[C:7]([CH:1]3[CH2:6][CH2:5][CH2:4][CH2:3][CH2:2]3)=[C:21]2[C:20]2[CH:22]=[CH:23][CH:24]=[CH:25][C:19]=2[O:18][CH2:17]1)[C:36]1[CH:41]=[CH:40][CH:39]=[CH:38][CH:37]=1. Given the reactants [CH:1]1([C:7]2[C:8]3[CH:9]=[CH:10][C:11]([C:28]([O:30]C)=[O:29])=[CH:12][C:13]=3[N:14]3[C:21]=2[C:20]2[CH:22]=[CH:23][CH:24]=[CH:25][C:19]=2[O:18][CH2:17][CH:16]([CH2:26][OH:27])[CH2:15]3)[CH2:6][CH2:5][CH2:4][CH2:3][CH2:2]1.[OH-].[Na+].[Cl-].[CH2:35]([NH+:42]([CH3:46])[CH2:43][CH2:44]Cl)[C:36]1[CH:41]=[CH:40][CH:39]=[CH:38][CH:37]=1, predict the reaction product.